This data is from PAMPA (Parallel Artificial Membrane Permeability Assay) permeability data from NCATS. The task is: Regression/Classification. Given a drug SMILES string, predict its absorption, distribution, metabolism, or excretion properties. Task type varies by dataset: regression for continuous measurements (e.g., permeability, clearance, half-life) or binary classification for categorical outcomes (e.g., BBB penetration, CYP inhibition). Dataset: pampa_ncats. (1) The drug is CC1=C(C=C(C=C1)C2=NC3=CC=CC=C3C(=C2)C(=O)NC4=CC=C(C=C4)S(=O)(=O)N(C)C)C. The result is 1 (high permeability). (2) The drug is CC1=CN=C(N=C1NCC2=CC=C(C=C2)N3C=CN=N3)C4=CC=CC=C4C(C)C. The result is 1 (high permeability).